This data is from Forward reaction prediction with 1.9M reactions from USPTO patents (1976-2016). The task is: Predict the product of the given reaction. (1) Given the reactants [NH2:1][C:2]1[CH:3]=[C:4]2[C@@:15]3([CH2:20][CH2:19][O:18]/[C:17](=[N:21]\C(=O)C4C=CC=CC=4)/[NH:16]3)[C:14]3[CH:13]=[C:12]([Cl:30])[N:11]=[C:10]([F:31])[C:9]=3[O:8][C:5]2=[CH:6][CH:7]=1.N.CO, predict the reaction product. The product is: [Cl:30][C:12]1[N:11]=[C:10]([F:31])[C:9]2[O:8][C:5]3[C:4]([C@@:15]4([CH2:20][CH2:19][O:18][C:17]([NH2:21])=[N:16]4)[C:14]=2[CH:13]=1)=[CH:3][C:2]([NH2:1])=[CH:7][CH:6]=3. (2) Given the reactants [C:1]([NH:9][CH:10]1[C:16](=[O:17])[N:15]2[CH:18]([C:22]([NH:24][CH:25]([CH:35]=[O:36])[CH2:26][CH2:27][C:28]([O:30]C(C)(C)C)=[O:29])=[O:23])[CH2:19][CH2:20][CH2:21][N:14]2[C:13](=[O:37])[CH2:12][CH2:11]1)(=[O:8])[C:2]1[CH:7]=[CH:6][CH:5]=[CH:4][CH:3]=1.FC(F)(F)C(O)=O, predict the reaction product. The product is: [C:1]([NH:9][CH:10]1[C:16](=[O:17])[N:15]2[CH:18]([C:22]([NH:24][CH:25]([CH:35]=[O:36])[CH2:26][CH2:27][C:28]([OH:30])=[O:29])=[O:23])[CH2:19][CH2:20][CH2:21][N:14]2[C:13](=[O:37])[CH2:12][CH2:11]1)(=[O:8])[C:2]1[CH:7]=[CH:6][CH:5]=[CH:4][CH:3]=1. (3) The product is: [CH:16]([C:18]1[CH:19]=[C:20]([C:2]2[CH:9]=[CH:8][C:5]([C:6]#[N:7])=[CH:4][CH:3]=2)[CH:21]=[CH:22][C:23]=1[O:24][CH3:25])=[O:17]. Given the reactants Br[C:2]1[CH:9]=[CH:8][C:5]([C:6]#[N:7])=[CH:4][CH:3]=1.C([O-])([O-])=O.[Na+].[Na+].[CH:16]([C:18]1[CH:19]=[C:20](B(O)O)[CH:21]=[CH:22][C:23]=1[O:24][CH3:25])=[O:17], predict the reaction product. (4) Given the reactants [OH:1][C:2]1[CH:11]=[CH:10][C:9]2[C:4](=[CH:5][CH:6]=[C:7]([O:12][CH3:13])[CH:8]=2)[C:3]=1[C:14]([C:16]1[CH:21]=[CH:20][C:19]([O:22][CH2:23][CH2:24][N:25]2[CH2:30][CH2:29][CH2:28][CH2:27][CH2:26]2)=[CH:18][CH:17]=1)=[O:15].N#N.N1C=CC=CC=1.[F:39][C:40]([F:46])([F:45])[S:41](Cl)(=[O:43])=[O:42], predict the reaction product. The product is: [CH3:13][O:12][C:7]1[CH:8]=[C:9]2[C:4](=[CH:5][CH:6]=1)[C:3]([C:14](=[O:15])[C:16]1[CH:21]=[CH:20][C:19]([O:22][CH2:23][CH2:24][N:25]3[CH2:30][CH2:29][CH2:28][CH2:27][CH2:26]3)=[CH:18][CH:17]=1)=[C:2]([O:1][S:41]([C:40]([F:46])([F:45])[F:39])(=[O:43])=[O:42])[CH:11]=[CH:10]2.